From a dataset of Forward reaction prediction with 1.9M reactions from USPTO patents (1976-2016). Predict the product of the given reaction. (1) The product is: [Br:21][C:22]1[C:30]2[CH:29]=[C:28]([Si:32]([CH3:34])([CH3:33])[CH3:31])[S:27][C:26]=2[CH:25]=[CH:24][CH:23]=1. Given the reactants C(NC(C)C)(C)C.CN(CCN(C)C)C.[Li]CCCC.[Br:21][C:22]1[C:30]2[CH:29]=[CH:28][S:27][C:26]=2[CH:25]=[CH:24][CH:23]=1.[CH3:31][Si:32](Cl)([CH3:34])[CH3:33].[NH4+].[Cl-], predict the reaction product. (2) Given the reactants [OH:1][C:2]1[CH:10]=[CH:9][C:8]([C:11]2[N:12]([C:27]([O:29][C:30]([CH3:33])([CH3:32])[CH3:31])=[O:28])[C:13]3[C:18]([CH:19]=2)=[CH:17][C:16]([CH2:20][N:21]2[CH2:26][CH2:25][CH2:24][CH2:23][CH2:22]2)=[CH:15][CH:14]=3)=[C:7]2[C:3]=1[CH2:4][NH:5][C:6]2=[O:34].C(N(CC)CC)C.[CH3:42][C:43]1[CH:48]=[CH:47][CH:46]=[CH:45][C:44]=1[S:49](Cl)(=[O:51])=[O:50], predict the reaction product. The product is: [CH3:42][C:43]1[CH:48]=[CH:47][CH:46]=[CH:45][C:44]=1[S:49]([O:1][C:2]1[CH:10]=[CH:9][C:8]([C:11]2[N:12]([C:27]([O:29][C:30]([CH3:31])([CH3:33])[CH3:32])=[O:28])[C:13]3[C:18]([CH:19]=2)=[CH:17][C:16]([CH2:20][N:21]2[CH2:26][CH2:25][CH2:24][CH2:23][CH2:22]2)=[CH:15][CH:14]=3)=[C:7]2[C:3]=1[CH2:4][NH:5][C:6]2=[O:34])(=[O:51])=[O:50]. (3) Given the reactants [CH2:1]([C:5]1[CH:6]=[C:7]([CH:10]=[CH:11][CH:12]=1)[CH:8]=[O:9])[CH2:2][CH:3]=[CH2:4].[BH4-].[Na+], predict the reaction product. The product is: [CH2:1]([C:5]1[CH:6]=[C:7]([CH2:8][OH:9])[CH:10]=[CH:11][CH:12]=1)[CH2:2][CH:3]=[CH2:4].